Dataset: Full USPTO retrosynthesis dataset with 1.9M reactions from patents (1976-2016). Task: Predict the reactants needed to synthesize the given product. (1) The reactants are: [CH:1]([C:4]1[CH:9]=[CH:8][C:7]([C:10]2[N:14]([CH2:15][CH2:16][O:17][CH3:18])[C:13]3[C:19]([O:25][CH3:26])=[CH:20][C:21]([C:23]#[N:24])=[CH:22][C:12]=3[N:11]=2)=[CH:6][CH:5]=1)([CH3:3])[CH3:2].[Br:27]N1C(=O)CCC1=O. Given the product [Br:27][C:22]1[C:12]2[N:11]=[C:10]([C:7]3[CH:8]=[CH:9][C:4]([CH:1]([CH3:3])[CH3:2])=[CH:5][CH:6]=3)[N:14]([CH2:15][CH2:16][O:17][CH3:18])[C:13]=2[C:19]([O:25][CH3:26])=[CH:20][C:21]=1[C:23]#[N:24], predict the reactants needed to synthesize it. (2) Given the product [CH2:26]([O:16][C:13]1[CH:14]=[C:15]2[C:7]([C:5]3[CH:4]=[N:3][N:2]([CH3:1])[CH:6]=3)=[CH:8][N:9]([CH2:17][O:18][CH2:19][CH2:20][Si:21]([CH3:24])([CH3:23])[CH3:22])[C:10]2=[N:11][CH:12]=1)[CH2:27][CH2:28][CH3:29], predict the reactants needed to synthesize it. The reactants are: [CH3:1][N:2]1[CH:6]=[C:5]([C:7]2[C:15]3[C:10](=[N:11][CH:12]=[C:13]([OH:16])[CH:14]=3)[N:9]([CH2:17][O:18][CH2:19][CH2:20][Si:21]([CH3:24])([CH3:23])[CH3:22])[CH:8]=2)[CH:4]=[N:3]1.Br[CH2:26][CH2:27][CH2:28][CH3:29].C([O-])([O-])=O.[K+].[K+]. (3) Given the product [CH3:7][C:6]([CH3:8])=[CH:5][CH2:4][CH2:3][C:11]1[CH2:15][CH2:14][C:13](=[O:16])[CH:12]=1, predict the reactants needed to synthesize it. The reactants are: [Mg].Br[CH2:3][CH2:4][CH:5]=[C:6]([CH3:8])[CH3:7].CO[C:11]1[CH2:15][CH2:14][C:13](=[O:16])[CH:12]=1. (4) Given the product [O:15]1[C:11]2([CH2:19][CH2:20][NH:8][CH2:9][CH2:10]2)[CH2:12][C:13]([C:16]([NH2:31])=[O:17])=[N:14]1, predict the reactants needed to synthesize it. The reactants are: C(OC([N:8]1[CH2:20][CH2:19][C:11]2([O:15][N:14]=[C:13]([C:16](O)=[O:17])[CH2:12]2)[CH2:10][CH2:9]1)=O)(C)(C)C.C(Cl)CCl.C1C=CC2N(O)N=[N:31]C=2C=1.C(N)CC1C=CC=CC=1. (5) Given the product [Br:38][C:30]1[CH:29]=[CH:28][C:27]([NH:26][C:2]2[C:7]([C:8]([F:11])([F:10])[F:9])=[CH:6][N:5]=[C:4]([NH:12][C:13]3[CH:25]=[CH:24][C:16]([CH2:17][CH2:18][PH:19](=[O:23])[O:20][CH2:21][CH3:22])=[CH:15][CH:14]=3)[N:3]=2)=[C:35]2[C:31]=1[CH2:32][N:33]([CH3:37])[C:34]2=[O:36], predict the reactants needed to synthesize it. The reactants are: Cl[C:2]1[C:7]([C:8]([F:11])([F:10])[F:9])=[CH:6][N:5]=[C:4]([NH:12][C:13]2[CH:25]=[CH:24][C:16]([CH2:17][CH2:18][PH:19](=[O:23])[O:20][CH2:21][CH3:22])=[CH:15][CH:14]=2)[N:3]=1.[NH2:26][C:27]1[CH:28]=[CH:29][C:30]([Br:38])=[C:31]2[C:35]=1[C:34](=[O:36])[N:33]([CH3:37])[CH2:32]2.C(O)(C(F)(F)F)=O. (6) Given the product [C:1]1([C:7]2[CH:8]=[C:9]3[C:13](=[C:14]([C:16]([NH2:18])=[O:17])[CH:15]=2)[NH:12][CH:11]=[C:10]3[CH:19]2[CH2:24][CH2:23][N:22]([S:39]([C:37]3[S:38][C:34]([CH2:33][NH:32][CH2:31][C:25]4[CH:26]=[CH:27][CH:28]=[CH:29][CH:30]=4)=[CH:35][CH:36]=3)(=[O:40])=[O:41])[CH2:21][CH2:20]2)[CH:2]=[CH:3][CH:4]=[CH:5][CH:6]=1, predict the reactants needed to synthesize it. The reactants are: [C:1]1([C:7]2[CH:8]=[C:9]3[C:13](=[C:14]([C:16]([NH2:18])=[O:17])[CH:15]=2)[NH:12][CH:11]=[C:10]3[CH:19]2[CH2:24][CH2:23][NH:22][CH2:21][CH2:20]2)[CH:6]=[CH:5][CH:4]=[CH:3][CH:2]=1.[C:25]1([CH2:31][NH:32][CH2:33][C:34]2[S:38][C:37]([S:39](Cl)(=[O:41])=[O:40])=[CH:36][CH:35]=2)[CH:30]=[CH:29][CH:28]=[CH:27][CH:26]=1.C(N(CC)CC)C. (7) Given the product [NH2:23][C:14]1[CH:15]=[C:16]([C:19]([F:21])([F:22])[F:20])[CH:17]=[CH:18][C:13]=1[NH:12][C:11]1[C:2]([CH3:1])=[C:3]([CH:8]=[CH:9][CH:10]=1)[C:4]([O:6][CH3:7])=[O:5], predict the reactants needed to synthesize it. The reactants are: [CH3:1][C:2]1[C:11]([NH:12][C:13]2[CH:18]=[CH:17][C:16]([C:19]([F:22])([F:21])[F:20])=[CH:15][C:14]=2[N+:23]([O-])=O)=[CH:10][CH:9]=[CH:8][C:3]=1[C:4]([O:6][CH3:7])=[O:5]. (8) The reactants are: Br[C:2]1[CH:7]=[N:6][CH:5]=[C:4]([Br:8])[N:3]=1.[N:9]1([C:16]([O:18][C:19]([CH3:22])([CH3:21])[CH3:20])=[O:17])[CH2:15][CH2:14][CH2:13][NH:12][CH2:11][CH2:10]1.CCN(C(C)C)C(C)C. Given the product [Br:8][C:4]1[N:3]=[C:2]([N:12]2[CH2:13][CH2:14][CH2:15][N:9]([C:16]([O:18][C:19]([CH3:22])([CH3:21])[CH3:20])=[O:17])[CH2:10][CH2:11]2)[CH:7]=[N:6][CH:5]=1, predict the reactants needed to synthesize it. (9) The reactants are: Br[C:2]1[CH:3]=[N:4][N:5]([C:9]2[CH:24]=[CH:23][C:12]([C:13]([NH:15][CH2:16][CH:17]3[CH2:22][CH2:21][O:20][CH2:19][CH2:18]3)=[O:14])=[CH:11][N:10]=2)[C:6]=1[O:7][CH3:8].[CH3:25][O:26][C:27]1[C:32]([O:33][CH3:34])=[C:31](B(O)O)[CH:30]=[CH:29][N:28]=1.C(=O)(O)[O-].[Na+]. Given the product [CH3:25][O:26][C:27]1[C:32]([O:33][CH3:34])=[C:31]([C:2]2[CH:3]=[N:4][N:5]([C:9]3[CH:24]=[CH:23][C:12]([C:13]([NH:15][CH2:16][CH:17]4[CH2:22][CH2:21][O:20][CH2:19][CH2:18]4)=[O:14])=[CH:11][N:10]=3)[C:6]=2[O:7][CH3:8])[CH:30]=[CH:29][N:28]=1, predict the reactants needed to synthesize it. (10) The reactants are: [C:1]([C:3]1[N:7]2[CH:8]=[CH:9][CH:10]=[CH:11][C:6]2=[N:5][CH:4]=1)#[CH:2].N1C=C(C#C[C:23]2[CH:24]=[C:25]([CH:47]=[CH:48][C:49]=2[CH3:50])[C:26]([NH:28][C:29]2[CH:34]=[CH:33][C:32]([CH2:35][N:36]3[CH2:41][CH2:40][N:39]([CH3:42])[CH2:38][CH2:37]3)=[C:31]([C:43]([F:46])([F:45])[F:44])[CH:30]=2)=[O:27])N2C=CN=CC=12.N#N.C(N(CC)C(C)C)(C)C. Given the product [N:5]1[CH:4]=[C:3]([C:1]#[C:2][C:48]2[CH:47]=[C:25]([CH:24]=[CH:23][C:49]=2[CH3:50])[C:26]([NH:28][C:29]2[CH:34]=[CH:33][C:32]([CH2:35][N:36]3[CH2:41][CH2:40][N:39]([CH3:42])[CH2:38][CH2:37]3)=[C:31]([C:43]([F:46])([F:45])[F:44])[CH:30]=2)=[O:27])[N:7]2[CH:8]=[CH:9][CH:10]=[CH:11][C:6]=12, predict the reactants needed to synthesize it.